Dataset: Catalyst prediction with 721,799 reactions and 888 catalyst types from USPTO. Task: Predict which catalyst facilitates the given reaction. (1) Reactant: Br[C:2]1[CH:23]=[CH:22][C:5]([CH2:6][N:7]([CH3:21])[C:8](=[O:20])[CH2:9][CH2:10][CH2:11][NH:12][C:13](=[O:19])[O:14][C:15]([CH3:18])([CH3:17])[CH3:16])=[CH:4][C:3]=1[Cl:24].[B:25]1([B:25]2[O:29][C:28]([CH3:31])([CH3:30])[C:27]([CH3:33])([CH3:32])[O:26]2)[O:29][C:28]([CH3:31])([CH3:30])[C:27]([CH3:33])([CH3:32])[O:26]1.C([O-])(=O)C.[K+]. Product: [Cl:24][C:3]1[CH:4]=[C:5]([CH:22]=[CH:23][C:2]=1[B:25]1[O:29][C:28]([CH3:31])([CH3:30])[C:27]([CH3:33])([CH3:32])[O:26]1)[CH2:6][N:7]([CH3:21])[C:8](=[O:20])[CH2:9][CH2:10][CH2:11][NH:12][C:13](=[O:19])[O:14][C:15]([CH3:18])([CH3:17])[CH3:16]. The catalyst class is: 873. (2) Reactant: [C:1]([O-:4])(=O)[CH3:2].C([O-])(=O)C.C([O-])(=O)C.C([O-])(=O)C.[Pb+4].FC(F)(F)C(O)=O.[Br:25][C:26]1[CH:31]=[CH:30][CH:29]=[C:28](C=C)[CH:27]=1.O. Product: [Br:25][C:26]1[CH:27]=[C:28]([CH2:2][CH:1]=[O:4])[CH:29]=[CH:30][CH:31]=1. The catalyst class is: 2.